The task is: Predict which catalyst facilitates the given reaction.. This data is from Catalyst prediction with 721,799 reactions and 888 catalyst types from USPTO. (1) Reactant: [CH2:1]=[C:2]1[O:6][C:4](=[O:5])[CH2:3]1.[OH:7][CH2:8][CH2:9][CH2:10][N:11]1[CH2:16][CH2:15][CH:14]([C:17]2[CH:22]=[CH:21][CH:20]=[CH:19][CH:18]=2)[CH2:13][CH2:12]1. Product: [C:4]([O:7][CH2:8][CH2:9][CH2:10][N:11]1[CH2:12][CH2:13][CH:14]([C:17]2[CH:22]=[CH:21][CH:20]=[CH:19][CH:18]=2)[CH2:15][CH2:16]1)(=[O:5])[CH2:3][C:2]([CH3:1])=[O:6]. The catalyst class is: 11. (2) Reactant: C([O:4][CH:5]1[CH2:10][CH2:9][CH:8]([C:11](=O)[CH2:12][N:13]2[C:22]3[CH:21]=[CH:20][NH:19][C:18](=[O:23])[C:17]=3[C:16]3[CH:24]=[C:25]([F:28])[CH:26]=[CH:27][C:15]=3[C:14]2=O)[CH2:7][CH2:6]1)(=O)C.C([O-])(=O)C.[NH4+:35]. Product: [F:28][C:25]1[CH:26]=[CH:27][C:15]2[C:14]3[N:13]([CH:12]=[C:11]([CH:8]4[CH2:7][CH2:6][CH:5]([OH:4])[CH2:10][CH2:9]4)[N:35]=3)[C:22]3[CH:21]=[CH:20][NH:19][C:18](=[O:23])[C:17]=3[C:16]=2[CH:24]=1. The catalyst class is: 875. (3) Reactant: [OH:1][N:2]1[C:7]([CH3:9])([CH3:8])[CH2:6][CH:5]([OH:10])[CH2:4][C:3]1([CH3:12])[CH3:11].[C:13]([OH:16])(=[O:15])[CH3:14]. Product: [C:13]([O-:16])(=[O:15])[CH3:14].[OH:1][NH+:2]1[C:7]([CH3:8])([CH3:9])[CH2:6][CH:5]([OH:10])[CH2:4][C:3]1([CH3:12])[CH3:11]. The catalyst class is: 32. (4) Reactant: [Br:1][C:2]1[CH:6]=[N:5][N:4]([CH3:7])[C:3]=1[C:8]1[CH:9]=[C:10]([NH2:17])[CH:11]=[CH:12][C:13]=1[O:14][CH2:15][CH3:16].[F:18][C:19]1[CH:24]=[CH:23][C:22]([N:25]=[C:26]=[O:27])=[CH:21][CH:20]=1. Product: [Br:1][C:2]1[CH:6]=[N:5][N:4]([CH3:7])[C:3]=1[C:8]1[CH:9]=[C:10]([NH:17][C:26]([NH:25][C:22]2[CH:23]=[CH:24][C:19]([F:18])=[CH:20][CH:21]=2)=[O:27])[CH:11]=[CH:12][C:13]=1[O:14][CH2:15][CH3:16]. The catalyst class is: 2. (5) Reactant: Cl[C:2]1[C:3]2[C:4](=[CH:18][N:19](CC3C=CC(OC)=CC=3)[N:20]=2)[N:5]=[C:6]([C:8]2[CH:13]=[C:12]([O:14][CH3:15])[CH:11]=[CH:10][C:9]=2[O:16][CH3:17])[N:7]=1.[CH:30]1([N:33]2[CH2:38][CH2:37][N:36]([C:39]3[CH:45]=[CH:44][C:42]([NH2:43])=[CH:41][CH:40]=3)[CH2:35][CH2:34]2)[CH2:32][CH2:31]1.Cl. Product: [CH:30]1([N:33]2[CH2:34][CH2:35][N:36]([C:39]3[CH:45]=[CH:44][C:42]([NH:43][C:2]4[C:3]5[NH:20][N:19]=[CH:18][C:4]=5[N:5]=[C:6]([C:8]5[CH:13]=[C:12]([O:14][CH3:15])[CH:11]=[CH:10][C:9]=5[O:16][CH3:17])[N:7]=4)=[CH:41][CH:40]=3)[CH2:37][CH2:38]2)[CH2:32][CH2:31]1. The catalyst class is: 71. (6) Reactant: [N+:1]([O-:4])(O)=[O:2].[NH2:5][C:6]1[C:7]([CH3:16])=[C:8]([C:12]([F:15])([F:14])[F:13])[CH:9]=[CH:10][CH:11]=1. Product: [NH2:5][C:6]1[C:7]([CH3:16])=[C:8]([C:12]([F:13])([F:14])[F:15])[CH:9]=[C:10]([N+:1]([O-:4])=[O:2])[CH:11]=1. The catalyst class is: 82. (7) Reactant: [CH3:1][C:2]1([C:17]2[CH:22]=[CH:21][C:20]([O:23][CH2:24][C:25]3[C:34]4[C:29](=[CH:30][CH:31]=[CH:32][CH:33]=4)[N:28]=[C:27]([CH3:35])[CH:26]=3)=[CH:19][CH:18]=2)[CH2:6][CH2:5][N:4]([CH2:7][C:8](=O)[C:9]2[CH:14]=[CH:13][CH:12]=[CH:11][CH:10]=2)[C:3]1=[O:16].[C:36](=[O:39])([O-])[O-].[NH4+:40].[NH4+:41].[C-]#N.[K+].C[CH2:46][OH:47]. Product: [CH3:1][C:2]1([C:17]2[CH:18]=[CH:19][C:20]([O:23][CH2:24][C:25]3[C:34]4[C:29](=[CH:30][CH:31]=[CH:32][CH:33]=4)[N:28]=[C:27]([CH3:35])[CH:26]=3)=[CH:21][CH:22]=2)[CH2:6][CH2:5][N:4]([CH2:7][C:8]2([C:9]3[CH:14]=[CH:13][CH:12]=[CH:11][CH:10]=3)[NH:41][C:46](=[O:47])[NH:40][C:36]2=[O:39])[C:3]1=[O:16]. The catalyst class is: 6. (8) Reactant: [F:1][C:2]1[CH:7]=[CH:6][C:5]([N:8]2[C:11](=[O:12])[C@H:10]([S:13][CH2:14][C:15]([C:17]3[CH:22]=[CH:21][C:20]([F:23])=[CH:19][CH:18]=3)=[O:16])[C@H:9]2[C:24]2[CH:38]=[CH:37][C:27]([O:28][CH2:29][C:30]([NH:32][CH2:33][C:34](O)=[O:35])=[O:31])=[CH:26][CH:25]=2)=[CH:4][CH:3]=1.CN1CCOCC1.CN(C(ON1N=NC2C=CC=CC1=2)=[N+](C)C)C.[B-](F)(F)(F)F.[NH2:68][C@H:69]([C:72]([CH3:75])([CH3:74])[CH3:73])[CH2:70][OH:71].[BH4-].[Na+]. Product: [F:1][C:2]1[CH:3]=[CH:4][C:5]([N:8]2[C:11](=[O:12])[C@H:10]([S:13][CH2:14][CH:15]([C:17]3[CH:18]=[CH:19][C:20]([F:23])=[CH:21][CH:22]=3)[OH:16])[C@H:9]2[C:24]2[CH:25]=[CH:26][C:27]([O:28][CH2:29][C:30]([NH:32][CH2:33][C:34]([NH:68][C@@H:69]([CH2:70][OH:71])[C:72]([CH3:75])([CH3:74])[CH3:73])=[O:35])=[O:31])=[CH:37][CH:38]=2)=[CH:6][CH:7]=1. The catalyst class is: 98.